Dataset: Full USPTO retrosynthesis dataset with 1.9M reactions from patents (1976-2016). Task: Predict the reactants needed to synthesize the given product. (1) Given the product [CH3:33][O:34][C:8]1[CH:7]=[CH:6][C:5]([C:9]([C:18]2[CH:22]=[CH:21][S:20][CH:19]=2)=[C:10]2[CH2:16][CH:15]3[N:17]([CH2:28][C:24]4[S:23][CH:27]=[CH:26][CH:25]=4)[CH:12]([CH2:13][CH2:14]3)[CH2:11]2)=[CH:4][CH:3]=1, predict the reactants needed to synthesize it. The reactants are: CO[C:3]1[CH:4]=[C:5]([C:9]([C:18]2[CH:22]=[CH:21][S:20][CH:19]=2)=[C:10]2[CH2:16][CH:15]3[NH:17][CH:12]([CH2:13][CH2:14]3)[CH2:11]2)[CH:6]=[CH:7][CH:8]=1.[S:23]1[CH:27]=[CH:26][CH:25]=[C:24]1[CH:28]=O.CC1C=CC=CC=1[CH:33]=[O:34]. (2) Given the product [CH:31]([OH:37])=[O:32].[NH2:30][CH2:29][C:26]1[CH:25]=[CH:24][C:23]([CH2:22][N:13]2[C:14]3[C:19](=[C:18]([O:20][CH3:21])[CH:17]=[CH:16][CH:15]=3)[C:11]([NH:10][S:7]([C:5]3[S:6][C:2]([Cl:1])=[CH:3][CH:4]=3)(=[O:9])=[O:8])=[N:12]2)=[CH:28][CH:27]=1, predict the reactants needed to synthesize it. The reactants are: [Cl:1][C:2]1[S:6][C:5]([S:7]([NH:10][C:11]2[C:19]3[C:14](=[CH:15][CH:16]=[CH:17][C:18]=3[O:20][CH3:21])[N:13]([CH2:22][C:23]3[CH:28]=[CH:27][C:26]([CH2:29][NH:30][C:31](=[O:37])[O:32]C(C)(C)C)=[CH:25][CH:24]=3)[N:12]=2)(=[O:9])=[O:8])=[CH:4][CH:3]=1.Cl. (3) Given the product [O:40]1[CH2:39][CH2:38][CH:37]([O:36][C:33]2[C:34]3[N:35]=[C:26]([C:9]4[CH:10]=[C:11]([NH:15][C:16](=[O:23])[C:17]5[CH:18]=[CH:19][CH:20]=[CH:21][CH:22]=5)[CH:12]=[N:13][CH:14]=4)[CH:27]=[CH:28][C:29]=3[N:30]=[CH:31][N:32]=2)[CH2:42][CH2:41]1, predict the reactants needed to synthesize it. The reactants are: CC1(C)C(C)(C)OB([C:9]2[CH:10]=[C:11]([NH:15][C:16](=[O:23])[C:17]3[CH:22]=[CH:21][CH:20]=[CH:19][CH:18]=3)[CH:12]=[N:13][CH:14]=2)O1.Cl[C:26]1[CH:27]=[CH:28][C:29]2[N:30]=[CH:31][N:32]=[C:33]([O:36][CH:37]3[CH2:42][CH2:41][O:40][CH2:39][CH2:38]3)[C:34]=2[N:35]=1.C(=O)(O)[O-].[Na+].